This data is from Reaction yield outcomes from USPTO patents with 853,638 reactions. The task is: Predict the reaction yield, written as a fraction of the theoretical maximum amount of product (1.0 means a 100% yield; for example, 0.34 means a 34% yield). The reactants are Br[C:2]1[CH:3]=[C:4]([O:8][CH3:9])[CH:5]=[N:6][CH:7]=1.CC1C=CC=CC=1P(C1C=CC=CC=1C)C1C=CC=CC=1C.C(N(CC)CC)C.[C:39]([O:43][CH3:44])(=[O:42])[CH:40]=[CH2:41]. The catalyst is C(#N)C.C([O-])(=O)C.[Pd+2].C([O-])(=O)C. The product is [CH3:9][O:8][C:4]1[CH:3]=[C:2]([CH:41]=[CH:40][C:39]([O:43][CH3:44])=[O:42])[CH:7]=[N:6][CH:5]=1. The yield is 0.990.